The task is: Predict which catalyst facilitates the given reaction.. This data is from Catalyst prediction with 721,799 reactions and 888 catalyst types from USPTO. (1) Reactant: C(I)I.[Zn]([CH2:7][CH3:8])CC.[Br:9][C:10]1[CH:15]=[C:14]2[NH:16][C:17](=[O:36])[C:18]3([CH:23]([C:24]4[CH:29]=[CH:28][CH:27]=[C:26]([Cl:30])[CH:25]=4)[CH2:22][C:21](=[O:31])[NH:20][CH:19]3[C:32](=C)[CH2:33][CH3:34])[C:13]2=[CH:12][CH:11]=1.[CH3:37][O:38][CH:39]([Si:41]([CH3:44])([CH3:43])[CH3:42])[CH3:40]. Product: [Br:9][C:10]1[CH:15]=[C:14]2[NH:16][C:17](=[O:36])[C:18]3([CH:23]([C:24]4[CH:29]=[CH:28][CH:27]=[C:26]([Cl:30])[CH:25]=4)[CH2:22][C:21](=[O:31])[NH:20][CH:19]3[C:32]3([CH2:7][CH3:8])[CH2:34][CH2:33]3)[C:13]2=[CH:12][CH:11]=1.[CH3:37][O:38][CH:39]([Si:41]([CH3:44])([CH3:43])[CH3:42])[CH3:40]. The catalyst class is: 11. (2) Reactant: [F:1][C:2]1[CH:18]=[CH:17][C:5]([CH2:6][NH:7][C:8]2[C:13]([C:14]([OH:16])=O)=[N:12][CH:11]=[CH:10][N:9]=2)=[CH:4][CH:3]=1.F[B-](F)(F)F.N1(OC(N(C)C)=[N+](C)C)C2C=CC=CC=2N=N1.CCN(CC)CC.[Cl:48][C:49]1[CH:50]=[C:51]2[C:55](=[CH:56][CH:57]=1)[NH:54][CH2:53][CH2:52]2. Product: [Cl:48][C:49]1[CH:50]=[C:51]2[C:55](=[CH:56][CH:57]=1)[N:54]([C:14]([C:13]1[C:8]([NH:7][CH2:6][C:5]3[CH:4]=[CH:3][C:2]([F:1])=[CH:18][CH:17]=3)=[N:9][CH:10]=[CH:11][N:12]=1)=[O:16])[CH2:53][CH2:52]2. The catalyst class is: 18. (3) Reactant: [NH2:1][C@@H:2]([CH2:6][S:7][S:8][C:9]1[CH:14]=[CH:13][CH:12]=[CH:11][CH:10]=1)[C:3]([OH:5])=[O:4].Cl[C:16](Cl)([O:18]C(=O)OC(Cl)(Cl)Cl)Cl. Product: [C:9]1([S:8][S:7][CH2:6][C@H:2]2[C:3](=[O:5])[O:4][C:16](=[O:18])[NH:1]2)[CH:14]=[CH:13][CH:12]=[CH:11][CH:10]=1. The catalyst class is: 1. (4) Reactant: [C:1](NC1(C(O)=O)CC1)(=[O:8])[C:2]1[CH:7]=[CH:6][CH:5]=[CH:4][CH:3]=1.CCN(CC)CC.CN(C(ON1[N:39]=[N:38][C:33]2[CH:34]=C[CH:36]=[N:37][C:32]1=2)=[N+](C)C)C.F[P-](F)(F)(F)(F)F.[C:47]([O:51][C:52](NN)=[O:53])([CH3:50])([CH3:49])[CH3:48].CC1C([O:63]C(C)=O)=CC(C(C)C)=C(OCC[NH+](C)C)C=1.[Cl-]. Product: [C:47]([O:51][C:52]([NH:39][NH:38][C:33]1([O:8][CH2:1][C:2]2[CH:3]=[CH:4][CH:5]=[CH:6][CH:7]=2)[CH2:34][CH:32]1[N:37]=[C:36]=[O:63])=[O:53])([CH3:50])([CH3:49])[CH3:48]. The catalyst class is: 18. (5) Product: [CH:11]([S:10][C:7]1[CH:8]=[CH:9][C:4]([C:3]([OH:14])=[O:2])=[CH:5][CH:6]=1)([CH3:13])[CH3:12]. The catalyst class is: 8. Reactant: C[O:2][C:3](=[O:14])[C:4]1[CH:9]=[CH:8][C:7]([S:10][CH:11]([CH3:13])[CH3:12])=[CH:6][CH:5]=1.[OH-].[Na+].Cl. (6) Reactant: [C:1]([O:4][C:5]1[CH:24]=[CH:23][C:8]([C:9]2[CH2:10][O:11][C:12]3[C:17]([CH:18]=2)=[CH:16][CH:15]=[C:14]([O:19][C:20](=[O:22])[CH3:21])[CH:13]=3)=[CH:7][CH:6]=1)(=[O:3])[CH3:2].C1C=CC([C+](C2C=CC=CC=2)C2C=CC=CC=2)=CC=1.F[P-](F)(F)(F)(F)F.C[Si](C)(C)[C:53]1[CH:54]=[N:55][CH:56]=[CH:57][CH:58]=1. Product: [C:1]([O:4][C:5]1[CH:24]=[CH:23][C:8]([C:9]2[CH:10]([C:53]3[CH:54]=[N:55][CH:56]=[CH:57][CH:58]=3)[O:11][C:12]3[C:17]([CH:18]=2)=[CH:16][CH:15]=[C:14]([O:19][C:20](=[O:22])[CH3:21])[CH:13]=3)=[CH:7][CH:6]=1)(=[O:3])[CH3:2]. The catalyst class is: 2. (7) Reactant: C[O:2][C:3](=O)[C:4]1[CH:9]=[CH:8][CH:7]=[C:6]([CH2:10][N:11]([C:13]([O:15][C:16]([CH3:19])([CH3:18])[CH3:17])=[O:14])[CH3:12])[CH:5]=1.[H-].[Al+3].[Li+].[H-].[H-].[H-]. Product: [C:16]([O:15][C:13](=[O:14])[N:11]([CH2:10][C:6]1[CH:7]=[CH:8][CH:9]=[C:4]([CH2:3][OH:2])[CH:5]=1)[CH3:12])([CH3:19])([CH3:17])[CH3:18]. The catalyst class is: 7. (8) Reactant: C(OC([NH:8][C:9]1[CH:14]=[CH:13][C:12]([C:15]2[CH:20]=[CH:19][C:18]([C:21]3[S:25][C:24]([C@@:26]4([CH2:34][C:35]([O:37][CH2:38][CH2:39][Si:40]([CH3:43])([CH3:42])[CH3:41])=[O:36])[CH2:31][CH2:30][CH2:29][CH2:28][S:27]4(=[O:33])=[O:32])=[CH:23][CH:22]=3)=[CH:17][CH:16]=2)=[CH:11][CH:10]=1)=O)(C)(C)C.C(OC(=O)C)C.Cl. Product: [NH2:8][C:9]1[CH:14]=[CH:13][C:12]([C:15]2[CH:16]=[CH:17][C:18]([C:21]3[S:25][C:24]([C@@:26]4([CH2:34][C:35]([O:37][CH2:38][CH2:39][Si:40]([CH3:41])([CH3:43])[CH3:42])=[O:36])[CH2:31][CH2:30][CH2:29][CH2:28][S:27]4(=[O:32])=[O:33])=[CH:23][CH:22]=3)=[CH:19][CH:20]=2)=[CH:11][CH:10]=1. The catalyst class is: 13. (9) Reactant: [CH3:1][N:2]1[C:6]([CH3:7])=[CH:5][N:4]=[C:3]1[CH:8]([NH:16]S(C(C)(C)C)=O)[CH2:9][C:10]1[CH:15]=[CH:14][CH:13]=[CH:12][CH:11]=1.Cl.CO.CCOCC. Product: [CH3:1][N:2]1[C:6]([CH3:7])=[CH:5][N:4]=[C:3]1[CH:8]([NH2:16])[CH2:9][C:10]1[CH:15]=[CH:14][CH:13]=[CH:12][CH:11]=1. The catalyst class is: 5.